From a dataset of Experimentally validated miRNA-target interactions with 360,000+ pairs, plus equal number of negative samples. Binary Classification. Given a miRNA mature sequence and a target amino acid sequence, predict their likelihood of interaction. (1) The miRNA is mmu-miR-425-5p with sequence AAUGACACGAUCACUCCCGUUGA. The protein sequence of the target gene is MVMAAKKGPGPGGGVGGSKAEAEAASEVWCRRVRELGGCSQAGNRHCFECAQRGVTYVDITVGSFVCTTCSGLLRGLNPPHRVKSISMTTFTEPEVLFLQSRGNEVCRKIWLGLFDARTSLIPDSRDPQKVKEFLQEKYEKKRWYVPPEQVKGPSYSKGSVSATPVQGSVPEGKPIRTLLGDPVPSLSDPASTSSQPGSQSQARSSSQARSSQPPSHSSTKKASTDLLADIGGDPFAAPQVVPAFASFPGFGVGQTPAHGGFANFDAFSSSPSSSTFGSLPPSVQAPFQAQPTPAGSGQM.... Result: 1 (interaction). (2) The miRNA is cel-miR-67-3p with sequence UCACAACCUCCUAGAAAGAGUAGA. The protein sequence of the target gene is MAKSGLRQDPQSTAAATVLKRAVELDSESRYPQALVCYQEGIDLLLQVLKGTKDNTKRCNLREKISKYMDRAENIKKYLDQEKEDGKYHKQIKIEENATGFSYESLFREYLNETVTEVWIEDPYIRHTHQLYNFLRFCEMLIKRPCKVKTIHLLTSLDEGIEQVQQSRGLQEIEESLRSHGVLLEVQYSSSIHDREIRFNNGWMIKIGRGLDYFKKPQSRFSLGYCDFDLRPCHETTVDIFHKKHTKNI. Result: 0 (no interaction). (3) The miRNA is hsa-miR-6130 with sequence UGAGGGAGUGGAUUGUAUG. The protein sequence of the target gene is MAQLEGYYFSAALSCTFLVSCLLFSAFSRALREPYMDEIFHLPQAQRYCEGHFSLSQWDPMITTLPGLYLVSIGVIKPAIWIFGWSEHVVCSIGMLRFVNLLFSVGNFYLLYLLFCKVQPRNKAASSIQRVLSTLTLAVFPTLYFFNFLYYTEAGSMFFTLFAYLMCLYGNHKTSAFLGFCGFMFRQTNIIWAVFCAGNVIAQKLTEAWKTELQKKEDRLPPIKGPFAEFRKILQFLLAYSMSFKNLSMLLLLTWPYILLGFLFCAFVVVNGGIVIGDRSSHEACLHFPQLFYFFSFTLF.... Result: 0 (no interaction). (4) The miRNA is rno-miR-126a-3p with sequence UCGUACCGUGAGUAAUAAUGCG. The protein sequence of the target gene is MAASADLSKSSPTPNGIPSSDTANDTMDPFHACSILKQLKTMYDEGQLTDIVVEVDHGKTFSCHRNVLAAISPYFRSMFTSGLTESTQKEVRIIGVEAESMDLVLNYAYTSRVILTEANVQALFTTASIFQIPSIQDQCAKYMISHLDPQNSIGVFIFADHYGHQELGDRSKEYIRKKFLCVTKEQEFLQLTKDQLISILDSDDLNVDREEHVYESIIRWFEHEQSEREVHLPEIFAKCIRFPLMEDTFIEKIPPQFAQAIVKSCGEPSNTSGCTQRLGMTASEMIICFDAAHKHSGKKQ.... Result: 0 (no interaction). (5) The miRNA is hsa-miR-6133 with sequence UGAGGGAGGAGGUUGGGUA. The protein sequence of the target gene is MMKRQLHRMRQLAQTGSLGRTPETAEFLGEDLLQVEQRLEPAKRAAHNIHKRLQACLQGQSGADMDKRVKKLPLMALSTTMAESFKELDPDSSMGKALEMSCAIQNQLARILAEFEMTLERDVLQPLSRLSEEELPAILKHKKSLQKLVSDWNTLKSRLSQATKNSGSSQGLGGSPGSHSHTTMANKVETLKEEEEELKRKVEQCRDEYLADLYHFVTKEDSYANYFIRLLEIQADYHRRSLSSLDTALAELRENHGQADHSPSMTATHFPRVYGVSLATHLQELGREIALPIEACVMML.... Result: 1 (interaction). (6) The miRNA is mmu-miR-7b-5p with sequence UGGAAGACUUGUGAUUUUGUUGUU. The protein sequence of the target gene is MGDLPLNINIQEPRWDQSTFLGRARHFFTVTDPRNLLLSGEQLEASRNIVQNYRAGVATPGLTEDQLWRAKYVYDSAFHPDTGEKVVLIGRMSAQVPMNMTITGCMLTFYRKTPTVVFWQWVNQSFNAIVNYSNRSGDAPITVQQLGTAYVSATTGAVATALGLKSLTKHLPPLVGRFVPFAAVAAANCINIPLMRQRELQVGIPVTDEAGQRLGHSVTAAKQGIFQVVISRIGMAIPAMAIPPVIMNTLEKKDFLKRRPWLGAPLQVGLVGFCLVFATPLCCALFPQRSSIHVTRLEPE.... Result: 1 (interaction). (7) The miRNA is hsa-miR-6737-5p with sequence UUGGGGUGGUCGGCCCUGGAG. The protein sequence of the target gene is MGAVLRSLLACSFCVLLRAAPLLLYANRRDLRLVDATNGKENATIVVGGLEDAAAVDFVFGHGLIYWSDVSEEAIKRTEFNKSESVQNVVVSGLLSPDGLACDWLGEKLYWTDSETNRIEVSNLDGSLRKVLFWQELDQPRAIALDPSSGFMYWTDWGEVPKIERAGMDGSSRFVIINTEIYWPNGLTLDYQERKLYWADAKLNFIHKSNLDGTNRQAVVKGSLPHPFALTLFEDTLYWTDWNTHSILACNKYTGEGLREIHSNIFSPMDIHAFSQQRQPNATNPCGIDNGGCSHLCLMS.... Result: 0 (no interaction).